Predict the product of the given reaction. From a dataset of Forward reaction prediction with 1.9M reactions from USPTO patents (1976-2016). (1) Given the reactants C([O:3][CH:4](OCC)[C:5]1[N:6]([C:11]2[CH:16]=[CH:15][C:14]([CH3:17])=[CH:13][CH:12]=2)[C:7](=[S:10])[NH:8][N:9]=1)C.Cl, predict the reaction product. The product is: [S:10]=[C:7]1[NH:8][N:9]=[C:5]([CH:4]=[O:3])[N:6]1[C:11]1[CH:16]=[CH:15][C:14]([CH3:17])=[CH:13][CH:12]=1. (2) Given the reactants [Br:1][C:2]1[C:6]2[N:7]=[C:8]([Cl:11])[NH:9][CH2:10][C:5]=2[S:4][CH:3]=1.C1(Cl)C(=O)C(Cl)=C(Cl)C(=O)C=1Cl, predict the reaction product. The product is: [Br:1][C:2]1[C:6]2[N:7]=[C:8]([Cl:11])[N:9]=[CH:10][C:5]=2[S:4][CH:3]=1. (3) Given the reactants [CH:1](=[O:8])[C:2]1[CH:7]=[CH:6][CH:5]=[CH:4][CH:3]=1.[Li][CH:10]([CH2:12][CH3:13])[CH3:11].[Li]CCCC.[SiH:19](Cl)([CH3:21])[CH3:20], predict the reaction product. The product is: [CH:10]([CH:1]1[O:8][Si:19]([CH3:21])([CH3:20])[C:3]2[CH:4]=[CH:5][CH:6]=[CH:7][C:2]1=2)([CH2:12][CH3:13])[CH3:11]. (4) Given the reactants [C:1]1([CH3:9])[CH:6]=[CH:5][CH:4]=[CH:3][C:2]=1[NH:7][NH2:8].C(N(CC)CC)C.Cl[C:18]([C:20]12[CH2:29][CH:24]3[CH2:25][CH:26]([CH2:28][CH:22]([CH2:23]3)[CH2:21]1)[CH2:27]2)=[O:19].C([O-])(=O)C.[NH4+], predict the reaction product. The product is: [CH3:9][C:1]1[CH:6]=[CH:5][CH:4]=[CH:3][C:2]=1[NH:7][NH:8][C:18]([C:20]12[CH2:29][CH:24]3[CH2:23][CH:22]([CH2:28][CH:26]([CH2:25]3)[CH2:27]1)[CH2:21]2)=[O:19].